From a dataset of Forward reaction prediction with 1.9M reactions from USPTO patents (1976-2016). Predict the product of the given reaction. (1) Given the reactants [Br:1][C:2]1[CH:3]=[C:4]([CH:9]=[CH:10][C:11]=1[CH2:12]Br)[C:5]([O:7][CH3:8])=[O:6].Cl.[NH2:15][C@@H:16]([C:19]([F:22])([F:21])[F:20])[CH2:17][OH:18].C([O-])([O-])=O.[K+].[K+], predict the reaction product. The product is: [Br:1][C:2]1[CH:3]=[C:4]([CH:9]=[CH:10][C:11]=1[CH2:12][NH:15][C@H:16]([CH2:17][OH:18])[C:19]([F:22])([F:21])[F:20])[C:5]([O:7][CH3:8])=[O:6]. (2) Given the reactants [C:1]([C:4]1[C:24](=[O:25])[C@@:8]2([CH3:26])[C:9]3[C:15]([O:16][CH2:17][CH3:18])=[CH:14][C:13]([O:19][CH3:20])=[C:12]([C:21]([NH2:23])=[O:22])[C:10]=3[O:11][C:7]2=[CH:6][C:5]=1[OH:27])(=[O:3])[CH3:2].[CH3:28][C:29]1[CH:38]=[CH:37][C:36]2[C:31](=[CH:32][CH:33]=[CH:34][CH:35]=2)[C:30]=1[CH:39]=O.C([SiH](CC)CC)C.FC(F)(F)C(O)=O, predict the reaction product. The product is: [C:1]([C:4]1[C:24](=[O:25])[C@@:8]2([CH3:26])[C:9]3[C:15]([O:16][CH2:17][CH3:18])=[CH:14][C:13]([O:19][CH3:20])=[C:12]([C:21]([NH:23][CH2:39][C:30]4[C:31]5[C:36](=[CH:35][CH:34]=[CH:33][CH:32]=5)[CH:37]=[CH:38][C:29]=4[CH3:28])=[O:22])[C:10]=3[O:11][C:7]2=[CH:6][C:5]=1[OH:27])(=[O:3])[CH3:2]. (3) The product is: [CH:1]1([C:4]2[CH:11]=[CH:10][C:9]([CH2:12][OH:13])=[CH:8][C:5]=2[C:6]#[N:7])[CH2:2][CH2:3]1. Given the reactants [CH:1]1([C:4]2[CH:11]=[CH:10][C:9]([CH:12]=[O:13])=[CH:8][C:5]=2[C:6]#[N:7])[CH2:3][CH2:2]1.[BH4-].[Na+], predict the reaction product. (4) The product is: [NH2:13][C:12]1[N:8]([C:4]2[CH:3]=[C:2]([P:19](=[O:21])([CH3:20])[CH3:18])[CH:7]=[CH:6][CH:5]=2)[N:9]=[C:10]([C:14]([CH3:17])([CH3:16])[CH3:15])[CH:11]=1. Given the reactants Br[C:2]1[CH:3]=[C:4]([N:8]2[C:12]([NH2:13])=[CH:11][C:10]([C:14]([CH3:17])([CH3:16])[CH3:15])=[N:9]2)[CH:5]=[CH:6][CH:7]=1.[CH3:18][PH:19](=[O:21])[CH3:20].[O-]P([O-])([O-])=O.[K+].[K+].[K+], predict the reaction product.